Dataset: Peptide-MHC class I binding affinity with 185,985 pairs from IEDB/IMGT. Task: Regression. Given a peptide amino acid sequence and an MHC pseudo amino acid sequence, predict their binding affinity value. This is MHC class I binding data. (1) The peptide sequence is IIITVGMLI. The MHC is HLA-A02:06 with pseudo-sequence HLA-A02:06. The binding affinity (normalized) is 0.765. (2) The peptide sequence is KACDLAMCY. The MHC is HLA-A68:02 with pseudo-sequence HLA-A68:02. The binding affinity (normalized) is 0.0847. (3) The peptide sequence is RKIYDLIEL. The MHC is HLA-B44:03 with pseudo-sequence HLA-B44:03. The binding affinity (normalized) is 0. (4) The peptide sequence is NGNFNFERV. The MHC is HLA-A02:12 with pseudo-sequence HLA-A02:12. The binding affinity (normalized) is 0.0847. (5) The peptide sequence is ASSMINGVVK. The MHC is HLA-B58:01 with pseudo-sequence HLA-B58:01. The binding affinity (normalized) is 0.337. (6) The peptide sequence is PFTQCGYPA. The MHC is Patr-A0101 with pseudo-sequence Patr-A0101. The binding affinity (normalized) is 0. (7) The peptide sequence is RTIQGQRFW. The MHC is HLA-B15:17 with pseudo-sequence HLA-B15:17. The binding affinity (normalized) is 0.0847.